From a dataset of NCI-60 drug combinations with 297,098 pairs across 59 cell lines. Regression. Given two drug SMILES strings and cell line genomic features, predict the synergy score measuring deviation from expected non-interaction effect. Drug 1: CC1=C2C(C(=O)C3(C(CC4C(C3C(C(C2(C)C)(CC1OC(=O)C(C(C5=CC=CC=C5)NC(=O)OC(C)(C)C)O)O)OC(=O)C6=CC=CC=C6)(CO4)OC(=O)C)O)C)O. Drug 2: CC=C1C(=O)NC(C(=O)OC2CC(=O)NC(C(=O)NC(CSSCCC=C2)C(=O)N1)C(C)C)C(C)C. Cell line: MALME-3M. Synergy scores: CSS=60.0, Synergy_ZIP=6.45, Synergy_Bliss=1.60, Synergy_Loewe=-26.1, Synergy_HSA=2.05.